This data is from NCI-60 drug combinations with 297,098 pairs across 59 cell lines. The task is: Regression. Given two drug SMILES strings and cell line genomic features, predict the synergy score measuring deviation from expected non-interaction effect. (1) Drug 1: CCCS(=O)(=O)NC1=C(C(=C(C=C1)F)C(=O)C2=CNC3=C2C=C(C=N3)C4=CC=C(C=C4)Cl)F. Drug 2: C1CC(C1)(C(=O)O)C(=O)O.[NH2-].[NH2-].[Pt+2]. Cell line: NCI-H226. Synergy scores: CSS=20.2, Synergy_ZIP=-2.28, Synergy_Bliss=1.35, Synergy_Loewe=-0.0877, Synergy_HSA=0.264. (2) Drug 1: C1=C(C(=O)NC(=O)N1)N(CCCl)CCCl. Drug 2: CCC1(C2=C(COC1=O)C(=O)N3CC4=CC5=C(C=CC(=C5CN(C)C)O)N=C4C3=C2)O.Cl. Cell line: MDA-MB-231. Synergy scores: CSS=20.6, Synergy_ZIP=-10.6, Synergy_Bliss=-11.5, Synergy_Loewe=-14.5, Synergy_HSA=-6.68. (3) Drug 1: CC1C(C(CC(O1)OC2CC(CC3=C2C(=C4C(=C3O)C(=O)C5=C(C4=O)C(=CC=C5)OC)O)(C(=O)C)O)N)O.Cl. Drug 2: CCN(CC)CCNC(=O)C1=C(NC(=C1C)C=C2C3=C(C=CC(=C3)F)NC2=O)C. Cell line: OVCAR-8. Synergy scores: CSS=28.8, Synergy_ZIP=-3.34, Synergy_Bliss=2.27, Synergy_Loewe=-11.9, Synergy_HSA=0.00634. (4) Drug 1: C1=CC(=CC=C1CCCC(=O)O)N(CCCl)CCCl. Drug 2: CC12CCC3C(C1CCC2OP(=O)(O)O)CCC4=C3C=CC(=C4)OC(=O)N(CCCl)CCCl.[Na+]. Cell line: SF-268. Synergy scores: CSS=28.9, Synergy_ZIP=-11.0, Synergy_Bliss=-12.0, Synergy_Loewe=-26.7, Synergy_HSA=-11.0. (5) Drug 1: CC1=C(C(CCC1)(C)C)C=CC(=CC=CC(=CC(=O)O)C)C. Drug 2: CS(=O)(=O)CCNCC1=CC=C(O1)C2=CC3=C(C=C2)N=CN=C3NC4=CC(=C(C=C4)OCC5=CC(=CC=C5)F)Cl. Cell line: RPMI-8226. Synergy scores: CSS=47.0, Synergy_ZIP=2.66, Synergy_Bliss=3.48, Synergy_Loewe=-7.02, Synergy_HSA=2.96. (6) Drug 1: COC1=C(C=C2C(=C1)N=CN=C2NC3=CC(=C(C=C3)F)Cl)OCCCN4CCOCC4. Drug 2: CN1C(=O)N2C=NC(=C2N=N1)C(=O)N. Cell line: SK-MEL-28. Synergy scores: CSS=9.24, Synergy_ZIP=-0.628, Synergy_Bliss=4.37, Synergy_Loewe=-5.91, Synergy_HSA=1.34. (7) Drug 1: CC(C1=C(C=CC(=C1Cl)F)Cl)OC2=C(N=CC(=C2)C3=CN(N=C3)C4CCNCC4)N. Drug 2: COC1=NC(=NC2=C1N=CN2C3C(C(C(O3)CO)O)O)N. Cell line: HL-60(TB). Synergy scores: CSS=27.4, Synergy_ZIP=-8.60, Synergy_Bliss=-16.0, Synergy_Loewe=-15.1, Synergy_HSA=-14.7. (8) Drug 1: CNC(=O)C1=CC=CC=C1SC2=CC3=C(C=C2)C(=NN3)C=CC4=CC=CC=N4. Drug 2: C(CC(=O)O)C(=O)CN.Cl. Cell line: SF-268. Synergy scores: CSS=6.55, Synergy_ZIP=-4.58, Synergy_Bliss=-12.2, Synergy_Loewe=-13.9, Synergy_HSA=-13.0. (9) Drug 1: CC1=C(C=C(C=C1)C(=O)NC2=CC(=CC(=C2)C(F)(F)F)N3C=C(N=C3)C)NC4=NC=CC(=N4)C5=CN=CC=C5. Drug 2: C1=CC=C(C=C1)NC(=O)CCCCCCC(=O)NO. Cell line: PC-3. Synergy scores: CSS=-0.662, Synergy_ZIP=5.33, Synergy_Bliss=3.15, Synergy_Loewe=-16.4, Synergy_HSA=-10.4. (10) Drug 1: C1C(C(OC1N2C=C(C(=O)NC2=O)F)CO)O. Drug 2: CC1=C2C(C(=O)C3(C(CC4C(C3C(C(C2(C)C)(CC1OC(=O)C(C(C5=CC=CC=C5)NC(=O)OC(C)(C)C)O)O)OC(=O)C6=CC=CC=C6)(CO4)OC(=O)C)O)C)O. Cell line: MALME-3M. Synergy scores: CSS=3.54, Synergy_ZIP=9.57, Synergy_Bliss=10.6, Synergy_Loewe=2.37, Synergy_HSA=2.35.